From a dataset of Reaction yield outcomes from USPTO patents with 853,638 reactions. Predict the reaction yield, written as a fraction of the theoretical maximum amount of product (1.0 means a 100% yield; for example, 0.34 means a 34% yield). The reactants are Cl.[CH3:2][O:3][C:4]1[CH:19]=[CH:18][C:7]([C:8]([NH:10][C:11]2[C:12]([NH2:17])=[CH:13][CH:14]=[CH:15][CH:16]=2)=[O:9])=[CH:6][CH:5]=1.[OH-].[Na+].[CH3:22][O:23][C:24]1[CH:32]=[C:31]([O:33][CH3:34])[CH:30]=[CH:29][C:25]=1[C:26](Cl)=[O:27]. The catalyst is C(Cl)Cl. The product is [CH3:22][O:23][C:24]1[CH:32]=[C:31]([O:33][CH3:34])[CH:30]=[CH:29][C:25]=1[C:26]([NH:17][C:12]1[C:11]([NH:10][C:8](=[O:9])[C:7]2[CH:6]=[CH:5][C:4]([O:3][CH3:2])=[CH:19][CH:18]=2)=[CH:16][CH:15]=[CH:14][CH:13]=1)=[O:27]. The yield is 0.640.